From a dataset of Reaction yield outcomes from USPTO patents with 853,638 reactions. Predict the reaction yield, written as a fraction of the theoretical maximum amount of product (1.0 means a 100% yield; for example, 0.34 means a 34% yield). (1) The reactants are [CH:1]1([CH:7]([NH:21][C:22]2[CH:31]=[CH:30][C:25]([C:26]([O:28]C)=[O:27])=[CH:24][CH:23]=2)[C:8]2[CH:12]=[C:11]([C:13]3[CH:14]=[N:15][C:16]([F:19])=[CH:17][CH:18]=3)[O:10][C:9]=2[CH3:20])[CH2:6][CH2:5][CH2:4][CH2:3][CH2:2]1.[OH-].[Li+].O.Cl. The catalyst is O1CCCC1. The product is [CH:1]1([CH:7]([NH:21][C:22]2[CH:31]=[CH:30][C:25]([C:26]([OH:28])=[O:27])=[CH:24][CH:23]=2)[C:8]2[CH:12]=[C:11]([C:13]3[CH:14]=[N:15][C:16]([F:19])=[CH:17][CH:18]=3)[O:10][C:9]=2[CH3:20])[CH2:6][CH2:5][CH2:4][CH2:3][CH2:2]1. The yield is 0.740. (2) The reactants are [OH:1][C:2]1[CH:9]=[CH:8][C:5]([C:6]#[N:7])=[CH:4][CH:3]=1.[F:10][C:11]1[CH:28]=[CH:27][C:14]([CH2:15][C:16]2[C:25]3[C:20](=[CH:21][CH:22]=[CH:23][CH:24]=3)[C:19](=[O:26])[NH:18][N:17]=2)=[CH:13][C:12]=1[C:29]([N:31]1[CH2:36][CH2:35][CH:34](O)[CH2:33][CH2:32]1)=[O:30].C1(P(C2C=CC=CC=2)C2C=CC=CC=2)C=CC=CC=1.N(C(OC(C)(C)C)=O)=NC(OC(C)(C)C)=O. The catalyst is ClCCl. The product is [F:10][C:11]1[CH:28]=[CH:27][C:14]([CH2:15][C:16]2[C:25]3[C:20](=[CH:21][CH:22]=[CH:23][CH:24]=3)[C:19](=[O:26])[NH:18][N:17]=2)=[CH:13][C:12]=1[C:29]([N:31]1[CH2:32][CH2:33][CH:34]([O:1][C:2]2[CH:9]=[CH:8][C:5]([C:6]#[N:7])=[CH:4][CH:3]=2)[CH2:35][CH2:36]1)=[O:30]. The yield is 0.0800.